This data is from Reaction yield outcomes from USPTO patents with 853,638 reactions. The task is: Predict the reaction yield, written as a fraction of the theoretical maximum amount of product (1.0 means a 100% yield; for example, 0.34 means a 34% yield). (1) The reactants are Cl.[CH2:2]([N:9]1[CH2:13][C@@H:12]([CH3:14])[C@H:11]([C:15](=[NH:18])[NH:16][NH2:17])[CH2:10]1)[C:3]1[CH:8]=[CH:7][CH:6]=[CH:5][CH:4]=1.[O:19]=[C:20]1[C:28]2[C:23](=[CH:24][CH:25]=[CH:26][CH:27]=2)[C:22](=[O:29])[N:21]1[CH2:30][C:31](=O)[C:32](OC)=[O:33]. The catalyst is C(O)C. The product is [CH2:2]([N:9]1[CH2:13][C@@H:12]([CH3:14])[C@H:11]([C:15]2[NH:18][C:32](=[O:33])[C:31]([CH2:30][N:21]3[C:22](=[O:29])[C:23]4[C:28](=[CH:27][CH:26]=[CH:25][CH:24]=4)[C:20]3=[O:19])=[N:17][N:16]=2)[CH2:10]1)[C:3]1[CH:8]=[CH:7][CH:6]=[CH:5][CH:4]=1. The yield is 0.380. (2) The reactants are [C:1]([O:4][C@@H:5]1[C@H:21]([C:22]2[CH:23]=[CH:24][C:25](=[O:28])[O:26][CH:27]=2)[C@:20]2([CH3:29])[C@@:7]([OH:44])([C@H:8]3[C@H:17]([CH2:18][CH2:19]2)[C@:16]2([CH3:30])[C@@H:11]([CH2:12][C@@H:13]([O:31][C:32](OC4C=CC([N+]([O-])=O)=CC=4)=[O:33])[CH2:14][CH2:15]2)[CH2:10][CH2:9]3)[CH2:6]1)(=[O:3])[CH3:2].[NH:45]1[CH2:50][CH2:49][NH:48][CH2:47][CH2:46]1. The catalyst is C(Cl)Cl. The product is [N:45]1([C:32]([O:31][C@@H:13]2[CH2:12][C@@H:11]3[C@@:16]([CH3:30])([C@@H:17]4[C@@H:8]([CH2:9][CH2:10]3)[C@:7]3([OH:44])[C@@:20]([CH3:29])([C@@H:21]([C:22]5[CH:23]=[CH:24][C:25](=[O:28])[O:26][CH:27]=5)[C@@H:5]([O:4][C:1](=[O:3])[CH3:2])[CH2:6]3)[CH2:19][CH2:18]4)[CH2:15][CH2:14]2)=[O:33])[CH2:50][CH2:49][NH:48][CH2:47][CH2:46]1. The yield is 0.440. (3) The reactants are O=[C:2]1[C:10]2([CH2:15][CH2:14][CH2:13][CH2:12][CH2:11]2)[C:9]2[C:4](=[CH:5][CH:6]=[C:7]([C:16]3[N:20]([CH3:21])[C:19]([C:22]#[N:23])=[CH:18][CH:17]=3)[CH:8]=2)[NH:3]1.COC1C=CC(P2(SP(C3C=CC(OC)=CC=3)(=S)S2)=[S:33])=CC=1.O. The catalyst is C1(C)C=CC=CC=1. The product is [S:33]=[C:2]1[C:10]2([CH2:15][CH2:14][CH2:13][CH2:12][CH2:11]2)[C:9]2[C:4](=[CH:5][CH:6]=[C:7]([C:16]3[N:20]([CH3:21])[C:19]([C:22]#[N:23])=[CH:18][CH:17]=3)[CH:8]=2)[NH:3]1. The yield is 0.550. (4) The reactants are C([O:5][C:6](=[O:18])[CH2:7][NH:8][C:9](=[O:17])[C:10]1[CH:15]=[CH:14][C:13]([OH:16])=[CH:12][CH:11]=1)(C)(C)C.[C:19]1([CH:25]([CH3:28])[CH2:26]O)[CH:24]=[CH:23][CH:22]=[CH:21][CH:20]=1. No catalyst specified. The product is [C:19]1([CH:25]([CH3:28])[CH2:26][O:16][C:13]2[CH:12]=[CH:11][C:10]([C:9]([NH:8][CH2:7][C:6]([OH:5])=[O:18])=[O:17])=[CH:15][CH:14]=2)[CH:24]=[CH:23][CH:22]=[CH:21][CH:20]=1. The yield is 0.720. (5) The reactants are Br[C:2]1[CH:3]=[C:4]([CH3:10])[C:5]([O:8][CH3:9])=[N:6][CH:7]=1.[CH3:11][C:12]1([CH3:28])[C:16]([CH3:18])([CH3:17])[O:15][B:14]([B:14]2[O:15][C:16]([CH3:18])([CH3:17])[C:12]([CH3:28])([CH3:11])[O:13]2)[O:13]1.C([O-])(=O)C.[K+]. The catalyst is C1C=CC(P(C2C=CC=CC=2)[C-]2C=CC=C2)=CC=1.C1C=CC(P(C2C=CC=CC=2)[C-]2C=CC=C2)=CC=1.Cl[Pd]Cl.[Fe+2]. The product is [CH3:9][O:8][C:5]1[C:4]([CH3:10])=[CH:3][C:2]([B:14]2[O:15][C:16]([CH3:18])([CH3:17])[C:12]([CH3:28])([CH3:11])[O:13]2)=[CH:7][N:6]=1. The yield is 0.720. (6) The yield is 0.950. The product is [F:1][CH2:2][CH2:3][O:4][CH2:5][CH2:6][O:7][CH2:8][CH2:9][O:10][C:11]1[CH:23]=[C:22]2[C:14]([C:15]3[CH:16]=[CH:17][C:18]([NH2:24])=[CH:19][C:20]=3[NH:21]2)=[CH:13][CH:12]=1. The catalyst is O1CCOCC1. The reactants are [F:1][CH2:2][CH2:3][O:4][CH2:5][CH2:6][O:7][CH2:8][CH2:9][O:10][C:11]1[CH:23]=[C:22]2[C:14]([C:15]3[CH:16]=[CH:17][C:18]([NH:24]C(=O)OC(C)(C)C)=[CH:19][C:20]=3[NH:21]2)=[CH:13][CH:12]=1.Cl.